Predict the reaction yield, written as a fraction of the theoretical maximum amount of product (1.0 means a 100% yield; for example, 0.34 means a 34% yield). From a dataset of Reaction yield outcomes from USPTO patents with 853,638 reactions. The reactants are [F:1][C:2]1[CH:3]=[C:4]([CH:13]=[CH:14][C:15]=1[CH2:16][CH2:17][N+:18]([O-:20])=O)[O:5][CH2:6][C:7]1[CH:12]=[CH:11][CH:10]=[CH:9][N:8]=1.C[O-].[Li+].[C:24]([C:26]1[C:27]([NH2:32])=[N:28][CH:29]=[CH:30][CH:31]=1)#[CH:25].C(N(CC)CC)C. The catalyst is [Ti](Cl)(Cl)(Cl)Cl.O.O1CCCC1.C(OCC)(=O)C.CO. The product is [F:1][C:2]1[CH:3]=[C:4]([O:5][CH2:6][C:7]2[CH:12]=[CH:11][CH:10]=[CH:9][N:8]=2)[CH:13]=[CH:14][C:15]=1[CH2:16][C:17]1[CH:25]=[C:24]([C:26]2[C:27]([NH2:32])=[N:28][CH:29]=[CH:30][CH:31]=2)[O:20][N:18]=1. The yield is 0.197.